This data is from Catalyst prediction with 721,799 reactions and 888 catalyst types from USPTO. The task is: Predict which catalyst facilitates the given reaction. (1) Reactant: C(N(C(C)C)CC)(C)C.C1C=CC2N(O)N=NC=2C=1.[N:20]1[CH:25]=[CH:24][C:23]([NH2:26])=[CH:22][N:21]=1.C(Cl)CCl.[Br:31][C:32]1[C:33]([CH2:49][N:50]2[CH2:55][CH2:54][O:53][CH2:52][CH2:51]2)=[CH:34][C:35]([O:41][CH2:42][C:43]2[CH:48]=[CH:47][CH:46]=[CH:45][CH:44]=2)=[C:36]([CH:40]=1)[C:37](O)=[O:38]. Product: [Br:31][C:32]1[C:33]([CH2:49][N:50]2[CH2:51][CH2:52][O:53][CH2:54][CH2:55]2)=[CH:34][C:35]([O:41][CH2:42][C:43]2[CH:44]=[CH:45][CH:46]=[CH:47][CH:48]=2)=[C:36]([CH:40]=1)[C:37]([NH:26][C:23]1[CH:24]=[CH:25][N:20]=[N:21][CH:22]=1)=[O:38]. The catalyst class is: 9. (2) Reactant: [C:1]([O:5][C:6](=[O:38])[C:7]1[CH:8]=[C:9]([CH:13]=[CH:14][C:15]=1[O:16][CH2:17][CH2:18][CH2:19][CH2:20][CH2:21][CH2:22][CH2:23][CH2:24][CH2:25][CH2:26][CH2:27][CH2:28][CH2:29][CH2:30][C:31]([O:33][C:34]([CH3:37])([CH3:36])[CH3:35])=[O:32])[C:10]([OH:12])=[O:11])([CH3:4])([CH3:3])[CH3:2].CCN(C(C)C)C(C)C.[B-](F)(F)(F)F.CN(C(O[N:61]1[C:66](=[O:67])[CH2:65][CH2:64][C:62]1=[O:63])=[N+](C)C)C. Product: [O:63]=[C:62]1[CH2:64][CH2:65][C:66](=[O:67])[N:61]1[O:11][C:10](=[O:12])[C:9]1[CH:13]=[CH:14][C:15]([O:16][CH2:17][CH2:18][CH2:19][CH2:20][CH2:21][CH2:22][CH2:23][CH2:24][CH2:25][CH2:26][CH2:27][CH2:28][CH2:29][CH2:30][C:31]([O:33][C:34]([CH3:37])([CH3:36])[CH3:35])=[O:32])=[C:7]([C:6]([O:5][C:1]([CH3:4])([CH3:3])[CH3:2])=[O:38])[CH:8]=1. The catalyst class is: 1. (3) Reactant: [F:1][C:2]1[CH:7]=[CH:6][C:5]([C:8]2[C:17]3[C:12](=[CH:13][C:14]([CH3:18])=[CH:15][CH:16]=3)[O:11][C:10](=[O:19])[CH:9]=2)=[CH:4][CH:3]=1.C1C(=O)N([Br:27])C(=O)C1.C(OOC(=O)C1C=CC=CC=1)(=O)C1C=CC=CC=1. Product: [Br:27][CH2:18][C:14]1[CH:13]=[C:12]2[C:17]([C:8]([C:5]3[CH:6]=[CH:7][C:2]([F:1])=[CH:3][CH:4]=3)=[CH:9][C:10](=[O:19])[O:11]2)=[CH:16][CH:15]=1. The catalyst class is: 53. (4) Reactant: [NH2:1][C:2]1[CH:6]=[C:5]([Br:7])[S:4][C:3]=1[C:8]([NH2:10])=[O:9].C(N(CC)CC)C.O1CCCC1.[CH:23]1([C:29](Cl)=[O:30])[CH2:28][CH2:27][CH2:26][CH2:25][CH2:24]1. Product: [Br:7][C:5]1[S:4][C:3]([C:8]([NH2:10])=[O:9])=[C:2]([NH:1][C:29]([CH:23]2[CH2:28][CH2:27][CH2:26][CH2:25][CH2:24]2)=[O:30])[CH:6]=1. The catalyst class is: 6.